Dataset: Reaction yield outcomes from USPTO patents with 853,638 reactions. Task: Predict the reaction yield, written as a fraction of the theoretical maximum amount of product (1.0 means a 100% yield; for example, 0.34 means a 34% yield). (1) The reactants are [Cl:1][C:2]1[CH:7]=[CH:6][C:5]([N:8]2[CH:12]=[C:11]([CH:13]=[O:14])[CH:10]=[N:9]2)=[CH:4][CH:3]=1.CC(C)=[O:17].OS(O)(=O)=O.O=[Cr](=O)=O. The catalyst is CC(C)=O. The product is [Cl:1][C:2]1[CH:3]=[CH:4][C:5]([N:8]2[CH:12]=[C:11]([C:13]([OH:17])=[O:14])[CH:10]=[N:9]2)=[CH:6][CH:7]=1. The yield is 0.700. (2) The reactants are [C:1]([O:5][C:6]([N:8]1[CH2:11][CH:10]([N+:12]([O-:42])([CH2:14][CH2:15][N:16]2[C:21]3[N:22]=[C:23](S(C)=O)[N:24]=[CH:25][C:20]=3[CH:19]=[C:18]([C:29]3[C:34]([Cl:35])=[C:33]([O:36][CH3:37])[CH:32]=[C:31]([O:38][CH3:39])[C:30]=3[Cl:40])[C:17]2=[O:41])[CH3:13])[CH2:9]1)=[O:7])([CH3:4])([CH3:3])[CH3:2].[CH3:43][NH2:44]. The catalyst is C(Cl)Cl. The product is [C:1]([O:5][C:6]([N:8]1[CH2:11][CH:10]([N+:12]([O-:42])([CH2:14][CH2:15][N:16]2[C:21]3[N:22]=[C:23]([NH:44][CH3:43])[N:24]=[CH:25][C:20]=3[CH:19]=[C:18]([C:29]3[C:34]([Cl:35])=[C:33]([O:36][CH3:37])[CH:32]=[C:31]([O:38][CH3:39])[C:30]=3[Cl:40])[C:17]2=[O:41])[CH3:13])[CH2:9]1)=[O:7])([CH3:4])([CH3:3])[CH3:2]. The yield is 0.890. (3) The reactants are [OH:1][C:2]1[C:3]([C:17]([NH:19][CH2:20][C:21]([O:23]CC)=[O:22])=[O:18])=[C:4]2[C:9](=[CH:10][C:11]=1[C:12]1[O:13][CH:14]=[CH:15][N:16]=1)[N:8]=[CH:7][CH:6]=[N:5]2.[OH-].[Na+]. The catalyst is C(O)C. The product is [OH:1][C:2]1[C:3]([C:17]([NH:19][CH2:20][C:21]([OH:23])=[O:22])=[O:18])=[C:4]2[C:9](=[CH:10][C:11]=1[C:12]1[O:13][CH:14]=[CH:15][N:16]=1)[N:8]=[CH:7][CH:6]=[N:5]2. The yield is 0.161. (4) The reactants are [N+:1]([C:4]1[CH:9]=[CH:8][CH:7]=[CH:6][C:5]=1[C:10]1[S:11][C:12]2[C:17]([N:18]=1)=[CH:16][C:15]([C:19](OC)=[O:20])=[CH:14][N:13]=2)([O-:3])=[O:2].[H-].[Al+3].[Li+].[H-].[H-].[H-].CC(C)=O.[O-]S([O-])=O.[Na+].[Na+]. The catalyst is C1COCC1. The product is [N+:1]([C:4]1[CH:9]=[CH:8][CH:7]=[CH:6][C:5]=1[C:10]1[S:11][C:12]2[C:17]([N:18]=1)=[CH:16][C:15]([CH2:19][OH:20])=[CH:14][N:13]=2)([O-:3])=[O:2]. The yield is 0.500.